This data is from Catalyst prediction with 721,799 reactions and 888 catalyst types from USPTO. The task is: Predict which catalyst facilitates the given reaction. (1) Reactant: [Cl:1][C:2]1[CH:7]=[C:6]([CH3:8])[N:5]=[C:4]([NH2:9])[N:3]=1.Br[CH2:11][C:12](=O)[C:13]([O:15][CH2:16][CH3:17])=[O:14].C(OCC)(=O)C.C(=O)([O-])O.[Na+]. Product: [Cl:1][C:2]1[CH:7]=[C:6]([CH3:8])[N:5]2[CH:11]=[C:12]([C:13]([O:15][CH2:16][CH3:17])=[O:14])[N:9]=[C:4]2[N:3]=1. The catalyst class is: 7. (2) Reactant: [I:1][C:2]1[CH:7]=[CH:6][C:5]([CH:8]2[CH:17]([C:18]3[CH:23]=[CH:22][C:21]([O:24]C4CCCCO4)=[CH:20][CH:19]=3)[C:16]([C:36]([F:39])([F:38])[F:37])([O:31][Si](C)(C)C)[C:15]3[C:10](=[CH:11][CH:12]=[C:13]([O:40]C4CCCCO4)[CH:14]=3)[O:9]2)=[CH:4][CH:3]=1. Product: [OH:24][C:21]1[CH:20]=[CH:19][C:18]([CH:17]2[C:16]([C:36]([F:39])([F:37])[F:38])([OH:31])[C:15]3[C:10](=[CH:11][CH:12]=[C:13]([OH:40])[CH:14]=3)[O:9][CH:8]2[C:5]2[CH:4]=[CH:3][C:2]([I:1])=[CH:7][CH:6]=2)=[CH:23][CH:22]=1. The catalyst class is: 240. (3) Reactant: [CH2:1]([C:11]1[S:12][CH:13]=[CH:14][CH:15]=1)[CH2:2][CH2:3][CH2:4][CH2:5][CH2:6][CH2:7][CH2:8][CH2:9][CH3:10].[Br:16]N1C(=O)CCC1=O.O. Product: [Br:16][C:13]1[S:12][C:11]([CH2:1][CH2:2][CH2:3][CH2:4][CH2:5][CH2:6][CH2:7][CH2:8][CH2:9][CH3:10])=[CH:15][CH:14]=1. The catalyst class is: 3. (4) Reactant: Cl.Cl.[Cl:3][C:4]1[CH:16]=[CH:15][C:7]([CH2:8][N:9]2[CH2:14][CH2:13][NH:12][CH2:11][CH2:10]2)=[CH:6][CH:5]=1.C(N(CC)CC)C.[Cl:24][CH2:25][C:26]([C:28]1[CH:33]=[CH:32][CH:31]=[CH:30][CH:29]=1)=[O:27]. Product: [ClH:3].[ClH:24].[Cl:3][C:4]1[CH:16]=[CH:15][C:7]([CH2:8][N:9]2[CH2:14][CH2:13][N:12]([CH2:25][C:26]([C:28]3[CH:33]=[CH:32][CH:31]=[CH:30][CH:29]=3)=[O:27])[CH2:11][CH2:10]2)=[CH:6][CH:5]=1. The catalyst class is: 8. (5) Reactant: [Br:1][C:2]1[CH:3]=[N:4][CH:5]=[C:6]([CH:10]=1)[C:7](Cl)=[O:8].[Br:11][C:12]1[CH:18]=[CH:17][CH:16]=[CH:15][C:13]=1[NH2:14].C(N(CC)CC)C.O. Product: [Br:1][C:2]1[CH:3]=[N:4][CH:5]=[C:6]([CH:10]=1)[C:7]([NH:14][C:13]1[CH:15]=[CH:16][CH:17]=[CH:18][C:12]=1[Br:11])=[O:8]. The catalyst class is: 4. (6) Reactant: Cl[C:2]1[CH:7]=[C:6]([C:8]2[CH:13]=[C:12]([Cl:14])[CH:11]=[CH:10][C:9]=2[O:15]C)[CH:5]=[CH:4][N:3]=1.Cl.[NH:18]1[CH2:21]C[CH2:19]1.C(N(CC)C(C)C)(C)C.CN(C)C(=O)C.[Cl-].[NH4+]. Product: [Cl:14][C:12]1[CH:11]=[CH:10][C:9]([OH:15])=[C:8]([C:6]2[CH:5]=[CH:4][N:3]=[C:2]([N:18]([CH3:21])[CH3:19])[CH:7]=2)[CH:13]=1. The catalyst class is: 6.